From a dataset of NCI-60 drug combinations with 297,098 pairs across 59 cell lines. Regression. Given two drug SMILES strings and cell line genomic features, predict the synergy score measuring deviation from expected non-interaction effect. Drug 1: CC1=C2C(C(=O)C3(C(CC4C(C3C(C(C2(C)C)(CC1OC(=O)C(C(C5=CC=CC=C5)NC(=O)C6=CC=CC=C6)O)O)OC(=O)C7=CC=CC=C7)(CO4)OC(=O)C)O)C)OC(=O)C. Drug 2: CN1C2=C(C=C(C=C2)N(CCCl)CCCl)N=C1CCCC(=O)O.Cl. Cell line: SF-295. Synergy scores: CSS=9.79, Synergy_ZIP=-1.88, Synergy_Bliss=3.14, Synergy_Loewe=-8.12, Synergy_HSA=0.636.